Dataset: Reaction yield outcomes from USPTO patents with 853,638 reactions. Task: Predict the reaction yield, written as a fraction of the theoretical maximum amount of product (1.0 means a 100% yield; for example, 0.34 means a 34% yield). (1) The reactants are [NH2:1][C:2]1[CH:7]=[CH:6][CH:5]=[CH:4][C:3]=1[NH:8][C:9](=[O:27])[C:10]1[CH:15]=[CH:14][C:13]([CH:16]=[C:17]2[CH2:25][C:24]3[C:19](=[CH:20][CH:21]=[CH:22][CH:23]=3)[C:18]2=[O:26])=[CH:12][CH:11]=1.[BH4-].[Na+]. The catalyst is CO.O. The product is [NH2:1][C:2]1[CH:7]=[CH:6][CH:5]=[CH:4][C:3]=1[NH:8][C:9](=[O:27])[C:10]1[CH:15]=[CH:14][C:13]([CH2:16][CH:17]2[CH2:25][C:24]3[C:19](=[CH:20][CH:21]=[CH:22][CH:23]=3)[CH:18]2[OH:26])=[CH:12][CH:11]=1. The yield is 0.740. (2) The reactants are [CH:1]([C:4]1[CH:9]=[CH:8][CH:7]=[C:6]([C:10]2[CH:15]=[CH:14][CH:13]=[CH:12][CH:11]=2)[C:5]=1[OH:16])([CH3:3])[CH3:2].[H-].[Na+].[Cl:19][Ti:20](Cl)([Cl:31])[C:21]1([CH3:30])[C:25]([CH3:26])=[C:24]([CH3:27])[C:23]([CH3:28])=[C:22]1[CH3:29]. The catalyst is C1(C)C=CC=CC=1. The product is [Cl:19][Ti:20]([Cl:31])([C:21]1([CH3:30])[C:22]([CH3:29])=[C:23]([CH3:28])[C:24]([CH3:27])=[C:25]1[CH3:26])[O:16][C:5]1[C:6]([C:10]2[CH:15]=[CH:14][CH:13]=[CH:12][CH:11]=2)=[CH:7][CH:8]=[CH:9][C:4]=1[CH:1]([CH3:3])[CH3:2]. The yield is 0.640. (3) The reactants are FC(F)(F)C(C(O)=O)=O.[NH2:10][CH:11]([CH2:32][C:33]1[CH:38]=[CH:37][C:36]([Cl:39])=[CH:35][CH:34]=1)[C:12]([N:14]1[CH2:19][CH2:18][N:17]([C:20]2[CH:25]=[CH:24][CH:23]=[CH:22][C:21]=2[CH2:26][N:27]2[CH:31]=[N:30][CH:29]=[N:28]2)[CH2:16][CH2:15]1)=[O:13].[CH:40]([N:43]1[CH2:51][C:50]2[C:45](=[CH:46][CH:47]=[CH:48][CH:49]=2)[CH:44]1[CH2:52][C:53](O)=[O:54])([CH3:42])[CH3:41].CN(C(ON1N=NC2C=CC=NC1=2)=[N+](C)C)C.F[P-](F)(F)(F)(F)F.CCN(C(C)C)C(C)C. The catalyst is C(Cl)Cl. The product is [Cl:39][C:36]1[CH:35]=[CH:34][C:33]([CH2:32][CH:11]([NH:10][C:53](=[O:54])[CH2:52][C@@H:44]2[C:45]3[C:50](=[CH:49][CH:48]=[CH:47][CH:46]=3)[CH2:51][N:43]2[CH:40]([CH3:41])[CH3:42])[C:12](=[O:13])[N:14]2[CH2:19][CH2:18][N:17]([C:20]3[CH:25]=[CH:24][CH:23]=[CH:22][C:21]=3[CH2:26][N:27]3[CH:31]=[N:30][CH:29]=[N:28]3)[CH2:16][CH2:15]2)=[CH:38][CH:37]=1. The yield is 0.180. (4) The reactants are [CH3:1][O:2][C:3]1[CH:4]=[C:5]2[C:10](=[CH:11][C:12]=1[O:13][CH3:14])[N:9]=[CH:8][CH:7]=[C:6]2[O:15][C:16]1[C:22]([CH3:23])=[CH:21][C:19]([NH2:20])=[C:18]([CH3:24])[CH:17]=1.C1(C)C=CC=CC=1.C(N(CC)CC)C.ClC(Cl)(O[C:43](=[O:49])[O:44][C:45](Cl)(Cl)Cl)Cl.[F:51][C:52]1[CH:53]=[C:54]([CH:60]=[CH:61][CH:62]=1)[O:55][CH2:56][CH2:57]CO. The catalyst is C(Cl)Cl. The product is [CH3:1][O:2][C:3]1[CH:4]=[C:5]2[C:10](=[CH:11][C:12]=1[O:13][CH3:14])[N:9]=[CH:8][CH:7]=[C:6]2[O:15][C:16]1[C:22]([CH3:23])=[CH:21][C:19]([NH:20][C:43](=[O:49])[O:44][CH2:45][CH2:57][CH2:56][O:55][C:54]2[CH:60]=[CH:61][CH:62]=[C:52]([F:51])[CH:53]=2)=[C:18]([CH3:24])[CH:17]=1. The yield is 0.540. (5) The reactants are [C:1]1([C:12]2[CH:17]=[CH:16][CH:15]=[CH:14][CH:13]=2)[CH:6]=[CH:5][CH:4]=[C:3]([CH2:7][C:8](Cl)=[N:9][OH:10])[CH:2]=1.O1CCCC1.[C:23]([C:25]1[C:26]([NH2:31])=[N:27][CH:28]=[CH:29][CH:30]=1)#[CH:24].C(N(CC)CC)C. The catalyst is O. The product is [C:1]1([C:12]2[CH:17]=[CH:16][CH:15]=[CH:14][CH:13]=2)[CH:6]=[CH:5][CH:4]=[C:3]([CH2:7][C:8]2[CH:24]=[C:23]([C:25]3[C:26]([NH2:31])=[N:27][CH:28]=[CH:29][CH:30]=3)[O:10][N:9]=2)[CH:2]=1. The yield is 0.340.